The task is: Regression. Given a peptide amino acid sequence and an MHC pseudo amino acid sequence, predict their binding affinity value. This is MHC class I binding data.. This data is from Peptide-MHC class I binding affinity with 185,985 pairs from IEDB/IMGT. The MHC is HLA-B54:01 with pseudo-sequence HLA-B54:01. The binding affinity (normalized) is 0.0546. The peptide sequence is PPYCTIAPVGI.